From a dataset of Forward reaction prediction with 1.9M reactions from USPTO patents (1976-2016). Predict the product of the given reaction. (1) The product is: [CH:1]([CH:4]1[N:13]2[C:8](=[CH:9][C:10](=[O:19])[C:11]([C:14]([OH:16])=[O:15])=[CH:12]2)[C:7]2[CH:20]=[C:21]([O:30][CH3:31])[C:22]([O:24][CH2:25][C:26]([F:28])([F:29])[F:27])=[CH:23][C:6]=2[CH2:5]1)([CH3:3])[CH3:2]. Given the reactants [CH:1]([CH:4]1[N:13]2[C:8](=[CH:9][C:10](=[O:19])[C:11]([C:14]([O:16]CC)=[O:15])=[CH:12]2)[C:7]2[CH:20]=[C:21]([O:30][CH3:31])[C:22]([O:24][CH2:25][C:26]([F:29])([F:28])[F:27])=[CH:23][C:6]=2[CH2:5]1)([CH3:3])[CH3:2].[OH-].[Na+].Cl, predict the reaction product. (2) Given the reactants Br[C:2]1[C:3](=[O:17])[N:4]([CH3:16])[C:5](=[O:15])[N:6]([CH2:8][CH2:9][CH2:10][C:11]([F:14])([F:13])[F:12])[N:7]=1.[OH:18][CH2:19][CH2:20][CH2:21][C:22]1[CH:23]=[C:24]([CH:34]=[CH:35][CH:36]=1)[O:25][C:26]([CH3:33])([CH3:32])[C:27]([O:29][CH2:30][CH3:31])=[O:28], predict the reaction product. The product is: [CH3:33][C:26]([O:25][C:24]1[CH:34]=[CH:35][CH:36]=[C:22]([CH2:21][CH2:20][CH2:19][O:18][C:2]2[C:3](=[O:17])[N:4]([CH3:16])[C:5](=[O:15])[N:6]([CH2:8][CH2:9][CH2:10][C:11]([F:14])([F:13])[F:12])[N:7]=2)[CH:23]=1)([CH3:32])[C:27]([O:29][CH2:30][CH3:31])=[O:28]. (3) Given the reactants [CH2:1]1[NH:8][CH2:7][C@@H:3]2[CH:4]([CH2:5][OH:6])[C@H:2]12.[OH-].[Na+].[C:11](O[C:11]([O:13][C:14]([CH3:17])([CH3:16])[CH3:15])=[O:12])([O:13][C:14]([CH3:17])([CH3:16])[CH3:15])=[O:12], predict the reaction product. The product is: [CH3:15][C:14]([O:13][C:11]([N:8]1[CH2:7][C@@H:3]2[CH:4]([CH2:5][OH:6])[C@@H:2]2[CH2:1]1)=[O:12])([CH3:17])[CH3:16]. (4) The product is: [ClH:1].[NH2:9][CH2:10][C@H:11]1[CH2:12][CH2:13][C@H:14]([C:17]([NH:19][C@H:20]([C:51](=[O:64])[NH:52][C:53]2[CH:54]=[CH:55][C:56]([C:59]3[N:60]=[N:61][NH:62][N:63]=3)=[CH:57][CH:58]=2)[CH2:21][C:22]2[CH:27]=[CH:26][C:25]([C:28]3[CH:33]=[CH:32][C:31]([F:34])=[C:30]([C:35]([NH:37][CH:38]4[CH2:39][CH2:40][NH:41][CH2:42][CH2:43]4)=[O:36])[CH:29]=3)=[CH:24][CH:23]=2)=[O:18])[CH2:15][CH2:16]1. Given the reactants [ClH:1].C(OC([NH:9][CH2:10][C@H:11]1[CH2:16][CH2:15][C@H:14]([C:17]([NH:19][C@H:20]([C:51](=[O:64])[NH:52][C:53]2[CH:58]=[CH:57][C:56]([C:59]3[N:60]=[N:61][NH:62][N:63]=3)=[CH:55][CH:54]=2)[CH2:21][C:22]2[CH:27]=[CH:26][C:25]([C:28]3[CH:33]=[CH:32][C:31]([F:34])=[C:30]([C:35]([NH:37][CH:38]4[CH2:43][CH2:42][N:41](C(OC(C)(C)C)=O)[CH2:40][CH2:39]4)=[O:36])[CH:29]=3)=[CH:24][CH:23]=2)=[O:18])[CH2:13][CH2:12]1)=O)(C)(C)C, predict the reaction product. (5) Given the reactants [CH3:1][O:2][C:3](=[O:27])[CH2:4][CH:5]1[CH2:14][C:13]2[C:8](=[CH:9][C:10]([O:15][CH2:16][CH2:17][NH:18]C(OC(C)(C)C)=O)=[CH:11][CH:12]=2)[NH:7][C:6]1=[O:26].[F:28][C:29]([F:34])([F:33])[C:30]([OH:32])=[O:31], predict the reaction product. The product is: [F:28][C:29]([F:34])([F:33])[C:30]([OH:32])=[O:31].[CH3:1][O:2][C:3](=[O:27])[CH2:4][CH:5]1[CH2:14][C:13]2[C:8](=[CH:9][C:10]([O:15][CH2:16][CH2:17][NH2:18])=[CH:11][CH:12]=2)[NH:7][C:6]1=[O:26]. (6) The product is: [Br:30][C:7]1[N:6]([C@@H:9]2[O:26][CH2:25][C@@H:20]([O:21][C:22](=[O:24])[CH3:23])[C@@H:15]([O:16][C:17](=[O:19])[CH3:18])[C@H:10]2[O:11][C:12](=[O:14])[CH3:13])[C:5]2[CH:27]=[C:28]([F:29])[C:2]([F:1])=[CH:3][C:4]=2[N:8]=1. Given the reactants [F:1][C:2]1[C:28]([F:29])=[CH:27][C:5]2[N:6]([C@@H:9]3[O:26][CH2:25][C@@H:20]([O:21][C:22](=[O:24])[CH3:23])[C@@H:15]([O:16][C:17](=[O:19])[CH3:18])[C@H:10]3[O:11][C:12](=[O:14])[CH3:13])[CH:7]=[N:8][C:4]=2[CH:3]=1.[Br:30]N1C(=O)CCC1=O, predict the reaction product. (7) Given the reactants Br[C:2]1[C:3]([CH3:28])=[C:4]([C:18]2[CH:23]=[CH:22][CH:21]=[C:20]([C:24]([F:27])([F:26])[F:25])[CH:19]=2)[C:5]2[N:6]([CH:8]=[C:9]([NH:11][C:12](=[O:17])[C:13]([F:16])([F:15])[F:14])[N:10]=2)[CH:7]=1.C([Sn](CCCC)(CCCC)[C:34]1[N:38]([C:39]2[CH:46]=[CH:45][C:42]([C:43]#[N:44])=[CH:41][CH:40]=2)[N:37]=[CH:36][CH:35]=1)CCC, predict the reaction product. The product is: [C:43]([C:42]1[CH:41]=[CH:40][C:39]([N:38]2[C:34]([C:2]3[C:3]([CH3:28])=[C:4]([C:18]4[CH:23]=[CH:22][CH:21]=[C:20]([C:24]([F:27])([F:26])[F:25])[CH:19]=4)[C:5]4[N:6]([CH:8]=[C:9]([NH:11][C:12](=[O:17])[C:13]([F:16])([F:14])[F:15])[N:10]=4)[CH:7]=3)=[CH:35][CH:36]=[N:37]2)=[CH:46][CH:45]=1)#[N:44]. (8) Given the reactants [NH2:1][C@H:2]1[CH2:7][CH2:6][C@H:5]([NH2:8])[CH2:4][CH2:3]1.Cl[C:10]1[N:18]=[C:17]2[C:13]([N:14]=[CH:15][NH:16]2)=[C:12]([NH:19][C:20]2[CH:21]=[C:22]([CH:28]=[CH:29][CH:30]=2)[C:23]([O:25][CH2:26][CH3:27])=[O:24])[N:11]=1, predict the reaction product. The product is: [NH2:1][C@H:2]1[CH2:7][CH2:6][C@H:5]([NH:8][C:10]2[N:18]=[C:17]3[C:13]([N:14]=[CH:15][NH:16]3)=[C:12]([NH:19][C:20]3[CH:21]=[C:22]([CH:28]=[CH:29][CH:30]=3)[C:23]([O:25][CH2:26][CH3:27])=[O:24])[N:11]=2)[CH2:4][CH2:3]1. (9) Given the reactants [C:1]([Br:5])(Br)(Br)Br.C1(P(C2C=CC=CC=2)C2C=CC=CC=2)C=CC=CC=1.[C:25]([O:29][C:30]([C@@:32]1([CH2:46][C:47](=C)[CH2:48]O)[CH2:36][C:35](=[O:37])[N:34]([C@@H:38]([C:40]2[CH:45]=[CH:44][CH:43]=[CH:42][CH:41]=2)[CH3:39])[CH2:33]1)=[O:31])([CH3:28])([CH3:27])[CH3:26], predict the reaction product. The product is: [C:25]([O:29][C:30]([C@@:32]1([CH2:46][C:47](=[CH2:48])[CH2:1][Br:5])[CH2:36][C:35](=[O:37])[N:34]([C@@H:38]([C:40]2[CH:41]=[CH:42][CH:43]=[CH:44][CH:45]=2)[CH3:39])[CH2:33]1)=[O:31])([CH3:28])([CH3:27])[CH3:26]. (10) Given the reactants S(Cl)(Cl)=O.[C:5]([O:8][CH2:9][C:10]([CH3:40])([CH3:39])[CH2:11][N:12]1[C:18]2[CH:19]=[CH:20][C:21]([Cl:23])=[CH:22][C:17]=2[C@@H:16]([C:24]2[CH:29]=[CH:28][CH:27]=[C:26]([O:30][CH3:31])[C:25]=2[O:32][CH3:33])[O:15][C@H:14]([CH2:34][C:35]([OH:37])=O)[C:13]1=[O:38])(=[O:7])[CH3:6].Cl.[NH2:42][C:43]1[CH:44]=[C:45]2[C:50](=[CH:51][CH:52]=1)[C:49]([C:53]([O:55][CH2:56][CH3:57])=[O:54])=[CH:48][CH:47]=[CH:46]2.C(N(CC)CC)C, predict the reaction product. The product is: [C:5]([O:8][CH2:9][C:10]([CH3:40])([CH3:39])[CH2:11][N:12]1[C:18]2[CH:19]=[CH:20][C:21]([Cl:23])=[CH:22][C:17]=2[C@@H:16]([C:24]2[CH:29]=[CH:28][CH:27]=[C:26]([O:30][CH3:31])[C:25]=2[O:32][CH3:33])[O:15][C@H:14]([CH2:34][C:35]([NH:42][C:43]2[CH:44]=[C:45]3[C:50](=[CH:51][CH:52]=2)[C:49]([C:53]([O:55][CH2:56][CH3:57])=[O:54])=[CH:48][CH:47]=[CH:46]3)=[O:37])[C:13]1=[O:38])(=[O:7])[CH3:6].